This data is from Full USPTO retrosynthesis dataset with 1.9M reactions from patents (1976-2016). The task is: Predict the reactants needed to synthesize the given product. (1) Given the product [OH:2][C:3]1[CH:4]=[C:5]2[C:6]([CH:12]=[CH:11][C:10](=[O:19])[NH:9]2)=[CH:7][CH:8]=1, predict the reactants needed to synthesize it. The reactants are: C[O:2][C:3]1[CH:4]=[C:5]([NH:9][C:10](=[O:19])[CH:11]=[CH:12]C2C=CC=CC=2)[CH:6]=[CH:7][CH:8]=1.[Cl-].[Al+3].[Cl-].[Cl-]. (2) Given the product [ClH:1].[O:34]1[C:43]2[CH:42]=[C:41]([CH2:44][NH:2][CH2:3][CH:4]3[CH2:13][CH2:12][CH2:11][C:10]4[CH:9]=[C:8]([N:14]5[C:19](=[O:20])[CH:18]=[N:17][C:16]6[CH:21]=[CH:22][C:23]([O:25][CH3:26])=[N:24][C:15]5=6)[CH:7]=[CH:6][C:5]3=4)[N:40]=[CH:39][C:38]=2[O:37][CH2:36][CH2:35]1, predict the reactants needed to synthesize it. The reactants are: [ClH:1].[NH2:2][CH2:3][CH:4]1[CH2:13][CH2:12][CH2:11][C:10]2[CH:9]=[C:8]([N:14]3[C:19](=[O:20])[CH:18]=[N:17][C:16]4[CH:21]=[CH:22][C:23]([O:25][CH3:26])=[N:24][C:15]3=4)[CH:7]=[CH:6][C:5]1=2.C(N(CC)CC)C.[O:34]1[C:43]2[CH:42]=[C:41]([CH:44]=O)[N:40]=[CH:39][C:38]=2[O:37][CH2:36][CH2:35]1.C(O[BH-](OC(=O)C)OC(=O)C)(=O)C.[Na+].